Dataset: Catalyst prediction with 721,799 reactions and 888 catalyst types from USPTO. Task: Predict which catalyst facilitates the given reaction. (1) Reactant: P(Br)(Br)[Br:2].C(OCC)C.C1COCC1.[F:15][C:16]1[C:20]2[CH:21]=[CH:22][CH:23]=[C:24]([O:25][CH3:26])[C:19]=2[S:18][C:17]=1[CH2:27]O. Product: [Br:2][CH2:27][C:17]1[S:18][C:19]2[C:24]([O:25][CH3:26])=[CH:23][CH:22]=[CH:21][C:20]=2[C:16]=1[F:15]. The catalyst class is: 6. (2) Reactant: [ClH:1].[CH3:2][O:3][C:4]1[N:9]=[CH:8][C:7]([C:10]2[N:11]=[C:12]([C:32]([N:34]3[CH2:39][CH2:38][CH2:37][CH2:36][CH2:35]3)=[O:33])[O:13][C:14]=2[C:15]2[CH:31]=[CH:30][C:18]([O:19][CH2:20][CH2:21][NH:22]C(=O)OC(C)(C)C)=[CH:17][CH:16]=2)=[CH:6][CH:5]=1. Product: [ClH:1].[CH3:2][O:3][C:4]1[N:9]=[CH:8][C:7]([C:10]2[N:11]=[C:12]([C:32]([N:34]3[CH2:39][CH2:38][CH2:37][CH2:36][CH2:35]3)=[O:33])[O:13][C:14]=2[C:15]2[CH:31]=[CH:30][C:18]([O:19][CH2:20][CH2:21][NH2:22])=[CH:17][CH:16]=2)=[CH:6][CH:5]=1. The catalyst class is: 13. (3) Product: [CH:30]1([C@H:12]2[C:11](=[O:35])[N:10]3[CH2:36][C@@H:7]([CH2:8][C@H:9]3[C:37]([O:39][CH3:40])=[O:38])[O:6][C:5]3[N:26]([C:27](=[O:28])[C:2]([C:41]4[CH:46]=[CH:45][CH:44]=[CH:43][CH:42]=4)=[CH:3][CH:4]=3)[CH2:25][CH2:24][CH2:23][CH2:22][CH2:21][C@H:20]3[C@@H:16]([CH2:17][CH2:18][CH2:19]3)[O:15][C:14](=[O:29])[NH:13]2)[CH2:31][CH2:32][CH2:33][CH2:34]1. Reactant: Br[C:2]1[C:27](=[O:28])[N:26]2[C:5]([O:6][C@H:7]3[CH2:36][N:10]([C:11](=[O:35])[C@H:12]([CH:30]4[CH2:34][CH2:33][CH2:32][CH2:31]4)[NH:13][C:14](=[O:29])[O:15][C@H:16]4[C@H:20]([CH2:21][CH2:22][CH2:23][CH2:24][CH2:25]2)[CH2:19][CH2:18][CH2:17]4)[C@H:9]([C:37]([O:39][CH3:40])=[O:38])[CH2:8]3)=[CH:4][CH:3]=1.[C:41]1(B(O)O)[CH:46]=[CH:45][CH:44]=[CH:43][CH:42]=1.C(=O)([O-])[O-].[Cs+].[Cs+].C1(P(C2CCCCC2)C2CCCCC2)CCCCC1.S(=O)(=O)(O)[O-].[K+]. The catalyst class is: 102. (4) Reactant: [CH3:1][N:2]([CH3:27])[C:3]1([C:21]2[CH:26]=[CH:25][CH:24]=[CH:23][CH:22]=2)[CH2:8][CH2:7][C:6](=[CH:9][C:10]([NH:12][CH2:13][CH2:14][C:15]2[CH:20]=[CH:19][CH:18]=[CH:17][CH:16]=2)=[O:11])[CH2:5][CH2:4]1.[Cl:28][Si](C)(C)C. Product: [ClH:28].[CH3:27][N:2]([CH3:1])[C:3]1([C:21]2[CH:26]=[CH:25][CH:24]=[CH:23][CH:22]=2)[CH2:8][CH2:7][C:6](=[CH:9][C:10]([NH:12][CH2:13][CH2:14][C:15]2[CH:20]=[CH:19][CH:18]=[CH:17][CH:16]=2)=[O:11])[CH2:5][CH2:4]1. The catalyst class is: 573.